From a dataset of Reaction yield outcomes from USPTO patents with 853,638 reactions. Predict the reaction yield, written as a fraction of the theoretical maximum amount of product (1.0 means a 100% yield; for example, 0.34 means a 34% yield). (1) The reactants are [Cl:1][C:2]1[CH:3]=[CH:4][C:5]([N+:11]([O-:13])=[O:12])=[C:6]([C:8](=O)[CH3:9])[CH:7]=1.[O:14]1[CH2:19][CH2:18][N:17]([S:20]([C:23]2[CH:24]=[C:25]([CH:30]=[CH:31][CH:32]=2)[C:26]([NH:28][NH2:29])=[O:27])(=[O:22])=[O:21])[CH2:16][CH2:15]1. The catalyst is CO.C(O)(=O)C. The product is [Cl:1][C:2]1[CH:3]=[CH:4][C:5]([N+:11]([O-:13])=[O:12])=[C:6](/[C:8](=[N:29]/[NH:28][C:26](=[O:27])[C:25]2[CH:30]=[CH:31][CH:32]=[C:23]([S:20]([N:17]3[CH2:18][CH2:19][O:14][CH2:15][CH2:16]3)(=[O:21])=[O:22])[CH:24]=2)/[CH3:9])[CH:7]=1. The yield is 0.201. (2) The reactants are F[C:2]1[C:11]([F:12])=[CH:10][CH:9]=[CH:8][C:3]=1[C:4]([O:6][CH3:7])=[O:5].[F:13][C:14]1[CH:19]=[CH:18][CH:17]=[C:16]([O:20][CH3:21])[C:15]=1[OH:22].[Li+].[OH-]. The catalyst is CO. The product is [F:12][C:11]1[C:2]([O:22][C:15]2[C:16]([O:20][CH3:21])=[CH:17][CH:18]=[CH:19][C:14]=2[F:13])=[C:3]([CH:8]=[CH:9][CH:10]=1)[C:4]([O:6][CH3:7])=[O:5].[CH3:21][O:20][C:16]1[CH:17]=[CH:18][CH:19]=[C:14]([F:13])[C:15]=1[O:22][C:2]1[C:11]([F:12])=[CH:10][CH:9]=[CH:8][C:3]=1[C:4]([OH:6])=[O:5]. The yield is 0.600.